This data is from Full USPTO retrosynthesis dataset with 1.9M reactions from patents (1976-2016). The task is: Predict the reactants needed to synthesize the given product. (1) The reactants are: [C:1]([CH2:3][C:4]([O:6][CH3:7])=[O:5])#[N:2].C(=O)([O-])[O-].[K+].[K+].Br[CH2:15][CH2:16][CH2:17][CH2:18]Br. Given the product [CH3:7][O:6][C:4]([C:3]1([C:1]#[N:2])[CH2:18][CH2:17][CH2:16][CH2:15]1)=[O:5], predict the reactants needed to synthesize it. (2) Given the product [CH3:1][N:2]([CH3:32])[C:3]([C:5]1[N:26]([CH:27]2[CH2:31][CH2:30][CH2:29][CH2:28]2)[C:8]2[N:9]=[C:10]([NH:13][C:14]3[CH:19]=[CH:18][C:17]([N:20]4[CH2:21][CH2:22][N:23]([CH2:33][C@H:34]([OH:35])[CH2:36][OH:37])[CH2:24][CH2:25]4)=[CH:16][N:15]=3)[N:11]=[CH:12][C:7]=2[CH:6]=1)=[O:4], predict the reactants needed to synthesize it. The reactants are: [CH3:1][N:2]([CH3:32])[C:3]([C:5]1[N:26]([CH:27]2[CH2:31][CH2:30][CH2:29][CH2:28]2)[C:8]2[N:9]=[C:10]([NH:13][C:14]3[CH:19]=[CH:18][C:17]([N:20]4[CH2:25][CH2:24][NH:23][CH2:22][CH2:21]4)=[CH:16][N:15]=3)[N:11]=[CH:12][C:7]=2[CH:6]=1)=[O:4].[CH2:33]1[O:35][C@H:34]1[CH2:36][OH:37]. (3) Given the product [NH2:20][C@@H:21]([C:13]([NH:1][C@@H:2]([C:10]([NH:121][C@@H:128]([C:104]([NH:75][C@@H:76]([C:58]([N:49]1[CH2:53][CH2:52][CH2:51][C@@H:50]1[C:55]([OH:57])=[O:56])=[O:60])[CH2:77][CH2:78][CH2:79][NH:80][C:81](=[NH:100])[NH2:82])=[O:106])[CH2:127][CH2:126][CH2:122][CH3:123])=[O:12])[CH2:3][C:4]1[CH:5]=[CH:6][CH:7]=[CH:8][CH:9]=1)=[O:15])[CH2:22][C:23]1[CH:24]=[CH:25][CH:26]=[CH:27][CH:28]=1, predict the reactants needed to synthesize it. The reactants are: [NH:1]([C:13]([O:15]C(C)(C)C)=O)[C@@H:2]([C:10]([OH:12])=O)[CH2:3][C:4]1[CH:9]=[CH:8][CH:7]=[CH:6][CH:5]=1.[NH:20](C(OCC1C2C(=CC=CC=2)C2C1=CC=CC=2)=O)[C@@H:21](C(O)=O)[CH2:22][C:23]1[CH:28]=[CH:27][CH:26]=[CH:25][CH:24]=1.[NH:49]([C:58]([O:60]CC1C2C(=CC=CC=2)C2C1=CC=CC=2)=O)[C@@H:50]([C:55]([OH:57])=[O:56])[CH2:51][CH2:52][CH2:53]C.[NH:75]([C:104]([O:106]CC1C2C(=CC=CC=2)C2C1=CC=CC=2)=O)[C@@H:76](C(O)=O)[CH2:77][CH2:78][CH2:79][NH:80][C:81](=[NH:100])[NH:82]S(C1C(C)=C2C(OC(C2)(C)C)=C(C)C=1C)(=O)=O.[N:121]1(C(OCC2C3C(=CC=CC=3)C3C2=CC=CC=3)=O)[CH2:128][CH2:127][CH2:126][C@@H:122]1[C:123](O)=O. (4) Given the product [Cl:1]/[CH:2]=[CH:3]\[CH2:8][CH2:7][CH2:6][CH2:5][N:11]1[C:19](=[O:20])[C:18]2[C:13](=[CH:14][CH:15]=[CH:16][CH:17]=2)[C:12]1=[O:21], predict the reactants needed to synthesize it. The reactants are: [Cl:1]/[CH:2]=[CH:3]\Cl.[CH2:5]([N:11]1[C:19](=[O:20])[C:18]2[C:13](=[CH:14][CH:15]=[CH:16][CH:17]=2)[C:12]1=[O:21])[CH2:6][CH2:7][CH2:8]C=C. (5) Given the product [Br:20][C:21]1[CH:26]=[CH:25][C:24]([S:27]([O:12][C@H:10]2[CH2:11][C@@H:8]([N:5]3[CH2:6][CH2:7][CH:3]([N:2]([CH3:13])[CH3:1])[CH2:4]3)[CH2:9]2)(=[O:29])=[O:28])=[CH:23][CH:22]=1, predict the reactants needed to synthesize it. The reactants are: [CH3:1][N:2]([CH3:13])[CH:3]1[CH2:7][CH2:6][N:5]([C@@H:8]2[CH2:11][C@H:10]([OH:12])[CH2:9]2)[CH2:4]1.CN1C=CN=C1.[Br:20][C:21]1[CH:26]=[CH:25][C:24]([S:27](Cl)(=[O:29])=[O:28])=[CH:23][CH:22]=1. (6) Given the product [CH3:28][C:18]1([CH3:29])[C:17]2=[CH:16][C:15]3[NH:14][C:11]4[C:12]([C:27]=3[CH:26]=[C:25]2[C:24]2[C:19]1=[CH:20][CH:21]=[CH:22][CH:23]=2)=[CH:13][C:8]([C:30]1[CH:31]=[CH:32][CH:33]=[CH:34][CH:35]=1)=[CH:9][CH:10]=4, predict the reactants needed to synthesize it. The reactants are: C(O)(=O)C(C)(C)C.[C:8]1([C:30]2[CH:35]=[CH:34][CH:33]=[CH:32][CH:31]=2)[CH:13]=[CH:12][C:11]([NH:14][C:15]2[CH:27]=[CH:26][C:25]3[C:24]4[C:19](=[CH:20][CH:21]=[CH:22][CH:23]=4)[C:18]([CH3:29])([CH3:28])[C:17]=3[CH:16]=2)=[CH:10][CH:9]=1.C(=O)([O-])[O-].[K+].[K+].C([O-])([O-])=O.[Na+].[Na+]. (7) The reactants are: FC1C=C2C(C(I)=CN2S(C2C=CC=CC=2)(=O)=O)=CC=1.[F:21][C:22]1[CH:30]=[C:29]2[C:25]([C:26]([C:40]3[CH:41]=[CH:42][C:43]4[N:47]=[C:46]([CH2:48][NH:49][C:50](=[O:52])[CH3:51])[NH:45][C:44]=4[CH:53]=3)=[CH:27][N:28]2S(C2C=CC=CC=2)(=O)=O)=[CH:24][CH:23]=1. Given the product [F:21][C:22]1[CH:30]=[C:29]2[C:25]([C:26]([C:40]3[CH:41]=[CH:42][C:43]4[N:47]=[C:46]([CH2:48][NH:49][C:50](=[O:52])[CH3:51])[NH:45][C:44]=4[CH:53]=3)=[CH:27][NH:28]2)=[CH:24][CH:23]=1, predict the reactants needed to synthesize it.